From a dataset of Forward reaction prediction with 1.9M reactions from USPTO patents (1976-2016). Predict the product of the given reaction. (1) Given the reactants [C:1]([NH:11][C@@H:12]([C:20]([OH:22])=O)[CH2:13][C:14]1[CH:19]=[CH:18][CH:17]=[CH:16][CH:15]=1)([O:3][CH2:4][C:5]1[CH:10]=[CH:9][CH:8]=[CH:7][CH:6]=1)=[O:2].C1C=C2[N:29]=NN(O)C2=CC=1.O.C(Cl)CCl.[NH4+].[OH-], predict the reaction product. The product is: [NH2:29][C:20](=[O:22])[C@H:12]([NH:11][C:1](=[O:2])[O:3][CH2:4][C:5]1[CH:10]=[CH:9][CH:8]=[CH:7][CH:6]=1)[CH2:13][C:14]1[CH:19]=[CH:18][CH:17]=[CH:16][CH:15]=1. (2) Given the reactants C(OC(=O)[NH:7][C:8]1[CH:13]=[C:12]([N:14]([CH3:16])[CH3:15])[C:11]([C:17]([F:20])([F:19])[F:18])=[CH:10][C:9]=1[NH:21][C:22](=[O:34])[CH2:23][C:24]([C:26]1[CH:31]=[CH:30][N:29]=[C:28]([C:32]#[N:33])[CH:27]=1)=O)(C)(C)C.C(O)(C(F)(F)F)=O, predict the reaction product. The product is: [CH3:15][N:14]([CH3:16])[C:12]1[C:11]([C:17]([F:20])([F:19])[F:18])=[CH:10][C:9]2[NH:21][C:22](=[O:34])[CH2:23][C:24]([C:26]3[CH:31]=[CH:30][N:29]=[C:28]([C:32]#[N:33])[CH:27]=3)=[N:7][C:8]=2[CH:13]=1.